Dataset: Reaction yield outcomes from USPTO patents with 853,638 reactions. Task: Predict the reaction yield, written as a fraction of the theoretical maximum amount of product (1.0 means a 100% yield; for example, 0.34 means a 34% yield). The reactants are C([O-])=O.[NH4+].C([N:12]1[CH2:17][CH2:16][CH:15]([N:18]([CH3:30])[C:19]([C:21]2[CH:22]=[C:23]3[C:27](=[CH:28][CH:29]=2)[NH:26][N:25]=[CH:24]3)=[O:20])[CH2:14][CH2:13]1)C1C=CC=CC=1. The catalyst is C(O)C.[Pd]. The product is [CH3:30][N:18]([CH:15]1[CH2:16][CH2:17][NH:12][CH2:13][CH2:14]1)[C:19]([C:21]1[CH:22]=[C:23]2[C:27](=[CH:28][CH:29]=1)[NH:26][N:25]=[CH:24]2)=[O:20]. The yield is 0.770.